Dataset: Reaction yield outcomes from USPTO patents with 853,638 reactions. Task: Predict the reaction yield, written as a fraction of the theoretical maximum amount of product (1.0 means a 100% yield; for example, 0.34 means a 34% yield). (1) The reactants are ClC1C(Cl)=CC=CC=1N1CCCN([CH2:16][CH2:17][CH2:18][CH2:19][O:20][C:21]2[CH:30]=[C:29]3[C:24]([CH:25]=[CH:26][C:27](=[O:31])[NH:28]3)=[CH:23][CH:22]=2)CC1.[Na+].[I-].[O:34]1[CH2:39][CH2:38][O:37][C:36]2[C:40]([N:44]3[CH2:49][CH2:48][NH:47][CH2:46][CH2:45]3)=[CH:41][CH:42]=[CH:43][C:35]1=2.C([O-])([O-])=O.[K+].[K+]. The catalyst is CC#N. The product is [O:34]1[CH2:39][CH2:38][O:37][C:36]2[C:40]([N:44]3[CH2:45][CH2:46][N:47]([CH2:16][CH2:17][CH2:18][CH2:19][O:20][C:21]4[CH:30]=[C:29]5[C:24]([CH2:25][CH2:26][C:27](=[O:31])[NH:28]5)=[CH:23][CH:22]=4)[CH2:48][CH2:49]3)=[CH:41][CH:42]=[CH:43][C:35]1=2. The yield is 0.830. (2) The reactants are [NH2:1][C:2]1[CH:3]=[N:4][CH:5]=[CH:6][C:7]=1[N:8]1[CH2:13][C@H:12]([CH3:14])[C@@H:11]([O:15][Si:16]([C:19]([CH3:22])([CH3:21])[CH3:20])([CH3:18])[CH3:17])[C@H:10]([NH:23][C:24](=[O:30])[O:25][C:26]([CH3:29])([CH3:28])[CH3:27])[CH2:9]1.[C:31]([NH:34][C:35]1[CH:36]=[C:37]2[S:43][C:42]([NH:44][CH2:45][C:46]3[CH:51]=[CH:50][C:49]([O:52][CH3:53])=[CH:48][CH:47]=3)=[C:41]([C:54](O)=[O:55])[C:38]2=[N:39][CH:40]=1)(=[O:33])[CH3:32].CCN(C(C)C)C(C)C.CN(C(ON1N=NC2C=CC=NC1=2)=[N+](C)C)C.F[P-](F)(F)(F)(F)F. The catalyst is CN(C=O)C. The product is [C:31]([NH:34][C:35]1[CH:36]=[C:37]2[S:43][C:42]([NH:44][CH2:45][C:46]3[CH:51]=[CH:50][C:49]([O:52][CH3:53])=[CH:48][CH:47]=3)=[C:41]([C:54]([NH:1][C:2]3[CH:3]=[N:4][CH:5]=[CH:6][C:7]=3[N:8]3[CH2:13][C@H:12]([CH3:14])[C@@H:11]([O:15][Si:16]([C:19]([CH3:22])([CH3:21])[CH3:20])([CH3:18])[CH3:17])[C@H:10]([NH:23][C:24](=[O:30])[O:25][C:26]([CH3:29])([CH3:28])[CH3:27])[CH2:9]3)=[O:55])[C:38]2=[N:39][CH:40]=1)(=[O:33])[CH3:32]. The yield is 0.650. (3) The reactants are [NH2:1][C:2]1[CH:9]=[CH:8][C:7]([Cl:10])=[CH:6][C:3]=1[C:4]#[N:5].Cl.Cl[C:13](N)=[NH:14].S1(CCCC1)(=O)=O.CS(C)(=O)=O.[NH3:28]. The catalyst is O. The product is [Cl:10][C:7]1[CH:6]=[C:3]2[C:2](=[CH:9][CH:8]=1)[N:1]=[C:13]([NH2:14])[N:5]=[C:4]2[NH2:28]. The yield is 0.990.